The task is: Regression. Given a peptide amino acid sequence and an MHC pseudo amino acid sequence, predict their binding affinity value. This is MHC class I binding data.. This data is from Peptide-MHC class I binding affinity with 185,985 pairs from IEDB/IMGT. (1) The peptide sequence is PELLNNQFGT. The MHC is HLA-B45:01 with pseudo-sequence HLA-B45:01. The binding affinity (normalized) is 0. (2) The peptide sequence is YTWNGTQWV. The MHC is HLA-C07:01 with pseudo-sequence HLA-C07:01. The binding affinity (normalized) is 0.460. (3) The peptide sequence is ETFNTPAMY. The MHC is HLA-A02:12 with pseudo-sequence HLA-A02:12. The binding affinity (normalized) is 0.0847. (4) The peptide sequence is RIITILQDI. The MHC is HLA-A02:01 with pseudo-sequence HLA-A02:01. The binding affinity (normalized) is 0.539. (5) The MHC is Mamu-A01 with pseudo-sequence Mamu-A01. The binding affinity (normalized) is 0.192. The peptide sequence is CTTHMVKECEM. (6) The peptide sequence is YYRYPTGESY. The MHC is HLA-A01:01 with pseudo-sequence HLA-A01:01. The binding affinity (normalized) is 0.0847. (7) The peptide sequence is RENQVAVVR. The MHC is HLA-A26:03 with pseudo-sequence HLA-A26:03. The binding affinity (normalized) is 0.0847.